From a dataset of Forward reaction prediction with 1.9M reactions from USPTO patents (1976-2016). Predict the product of the given reaction. (1) Given the reactants [OH-].[Li+].[CH:3]1([C@H:9]([NH:14][C:15]([C:17]2[CH:22]=[CH:21][C:20]([F:23])=[CH:19][C:18]=2[NH:24][C:25]([NH:27][C:28]2[C:33]([Cl:34])=[CH:32][C:31]([O:35][C:36]([F:39])([F:38])[F:37])=[CH:30][C:29]=2[Cl:40])=[O:26])=[O:16])[C:10]([O:12]C)=[O:11])[CH2:8][CH2:7][CH2:6][CH2:5][CH2:4]1.CO.O, predict the reaction product. The product is: [CH:3]1([C@H:9]([NH:14][C:15]([C:17]2[CH:22]=[CH:21][C:20]([F:23])=[CH:19][C:18]=2[NH:24][C:25]([NH:27][C:28]2[C:29]([Cl:40])=[CH:30][C:31]([O:35][C:36]([F:38])([F:39])[F:37])=[CH:32][C:33]=2[Cl:34])=[O:26])=[O:16])[C:10]([OH:12])=[O:11])[CH2:8][CH2:7][CH2:6][CH2:5][CH2:4]1. (2) Given the reactants [N:1]1[C:10]2[C:5](=[CH:6][C:7]3[O:14][CH2:13][CH2:12][O:11][C:8]=3[CH:9]=2)[C:4](=O)[NH:3][CH:2]=1.O=P(Cl)(Cl)[Cl:18], predict the reaction product. The product is: [Cl:18][C:4]1[C:5]2[C:10](=[CH:9][C:8]3[O:11][CH2:12][CH2:13][O:14][C:7]=3[CH:6]=2)[N:1]=[CH:2][N:3]=1. (3) The product is: [CH3:30][O:29][CH2:28][CH2:27][O:75][C:70]1[CH:69]=[C:99]2[C:100]([NH:101][C:16]3[CH:17]=[CH:18][CH:19]=[C:14]([C:13]#[CH:12])[CH:15]=3)=[N:102][CH:103]=[N:104][C:105]2=[CH:72][C:71]=1[O:74][CH2:67][CH2:66][O:65][CH3:64].[ClH:25]. Given the reactants N[C@H](C(O)=O)CCC(=O)O.N[C@H:12](C(O)=O)[CH2:13][C:14]1[CH:19]=[CH:18][C:17](O)=[CH:16][CH:15]=1.[Mg+2].[Cl-:25].[Cl-].[CH2:27](N(CC(O)=O)CC(O)=O)[CH2:28][O:29][CH2:30][CH2:30][O:29][CH2:28][CH2:27]N(CC(O)=O)CC(O)=O.CCCCCCCCCCC[CH2:64][O:65][CH2:66][CH2:67]O.[CH2:69](S)[C@@H:70]([OH:75])[C@H:71]([OH:74])[CH2:72]S.P(OC[C@H]1O[C@@H](N2[C:105]3[N:104]=[CH:103][N:102]=[C:100]([NH2:101])[C:99]=3N=C2)[C@H](O)[C@@H]1O)(OP(OP(O)(O)=O)(O)=O)(=O)O, predict the reaction product. (4) Given the reactants C([O:3][C:4](=[O:19])[CH:5]=[C:6]1[C:18]2[CH:17]=[CH:16][CH:15]=[CH:14][C:13]=2[C:12]2[C:7]1=[CH:8][CH:9]=[CH:10][CH:11]=2)C.[OH-].[Na+], predict the reaction product. The product is: [CH:17]1[C:18]2[C:6](=[CH:5][C:4]([OH:19])=[O:3])[C:7]3[C:12](=[CH:11][CH:10]=[CH:9][CH:8]=3)[C:13]=2[CH:14]=[CH:15][CH:16]=1. (5) Given the reactants [Cl:1][C:2]1[N:7]=[CH:6][C:5]([NH:8][C:9](=O)[C@H:10]([NH:12][S:13]([C:16]2[CH:21]=[CH:20][C:19]([Cl:22])=[CH:18][CH:17]=2)(=[O:15])=[O:14])[CH3:11])=[C:4]([NH:24][CH2:25][CH3:26])[CH:3]=1, predict the reaction product. The product is: [Cl:22][C:19]1[CH:20]=[CH:21][C:16]([S:13]([NH:12][C@@H:10]([C:9]2[N:24]([CH2:25][CH3:26])[C:4]3[CH:3]=[C:2]([Cl:1])[N:7]=[CH:6][C:5]=3[N:8]=2)[CH3:11])(=[O:15])=[O:14])=[CH:17][CH:18]=1. (6) Given the reactants [Cl:1][C:2]1[C:9]([CH3:10])=[CH:8][CH:7]=[C:6](F)[C:3]=1[C:4]#[N:5].O.[NH2:13][NH2:14], predict the reaction product. The product is: [Cl:1][C:2]1[C:9]([CH3:10])=[CH:8][CH:7]=[C:6]2[C:3]=1[C:4]([NH2:5])=[N:13][NH:14]2.